From a dataset of Full USPTO retrosynthesis dataset with 1.9M reactions from patents (1976-2016). Predict the reactants needed to synthesize the given product. Given the product [O:37]1[C:38]2[C:30]([C:20]([CH3:29])([CH3:19])[CH2:21][C:22]([CH2:24][NH:17][C:16]3[N:15]=[C:14]([CH3:18])[N:13]=[C:12]4[N:8]([C:3]5[CH:4]=[CH:5][CH:6]=[CH:7][C:2]=5[F:1])[N:9]=[CH:10][C:11]=34)([OH:23])[C:25]([F:27])([F:28])[F:26])=[CH:31][CH:32]=[CH:33][C:34]=2[CH2:35][CH2:36]1, predict the reactants needed to synthesize it. The reactants are: [F:1][C:2]1[CH:7]=[CH:6][CH:5]=[CH:4][C:3]=1[N:8]1[C:12]2=[N:13][C:14]([CH3:18])=[N:15][C:16]([NH2:17])=[C:11]2[CH:10]=[N:9]1.[CH3:19][C:20]([C:30]1[C:38]2[O:37][CH2:36][CH2:35][C:34]=2[CH:33]=[CH:32][CH:31]=1)([CH3:29])[CH2:21][C:22]1([C:25]([F:28])([F:27])[F:26])[CH2:24][O:23]1.CC(C)([O-])C.[K+].